Dataset: Forward reaction prediction with 1.9M reactions from USPTO patents (1976-2016). Task: Predict the product of the given reaction. (1) Given the reactants [F:1][C:2]1[CH:26]=[CH:25][CH:24]=[C:23]([F:27])[C:3]=1[C:4]([NH:6][C:7](=[O:22])[N:8]([CH3:21])[C:9]1[CH:14]=[CH:13][C:12]([S:15][C:16]([F:19])([F:18])[F:17])=[CH:11][C:10]=1[CH3:20])=[O:5].[H-].[Na+].[CH3:30]I.[Cl-].[NH4+], predict the reaction product. The product is: [F:1][C:2]1[CH:26]=[CH:25][CH:24]=[C:23]([F:27])[C:3]=1[C:4]([N:6]([CH3:30])[C:7]([N:8]([CH3:21])[C:9]1[CH:14]=[CH:13][C:12]([S:15][C:16]([F:18])([F:17])[F:19])=[CH:11][C:10]=1[CH3:20])=[O:22])=[O:5]. (2) Given the reactants S(Cl)(Cl)=O.[NH2:5][CH:6]([CH:10]([OH:19])[C:11]1[CH:16]=[CH:15][C:14]([O:17][CH3:18])=[CH:13][CH:12]=1)[C:7]([OH:9])=[O:8].[CH3:20]O, predict the reaction product. The product is: [NH2:5][C@@H:6]([C@H:10]([OH:19])[C:11]1[CH:16]=[CH:15][C:14]([O:17][CH3:18])=[CH:13][CH:12]=1)[C:7]([O:9][CH3:20])=[O:8]. (3) Given the reactants [CH3:1][N:2]([CH2:10][C:11]1[CH:15]=[C:14]([NH:16][C:17]2[CH:22]=[CH:21][CH:20]=[CH:19][CH:18]=2)[N:13]([C:23]2[CH:28]=[CH:27][CH:26]=[CH:25][CH:24]=2)[N:12]=1)C(=O)OC(C)(C)C.C(OCC)(=O)C.[ClH:35], predict the reaction product. The product is: [ClH:35].[ClH:35].[CH3:1][NH:2][CH2:10][C:11]1[CH:15]=[C:14]([NH:16][C:17]2[CH:22]=[CH:21][CH:20]=[CH:19][CH:18]=2)[N:13]([C:23]2[CH:28]=[CH:27][CH:26]=[CH:25][CH:24]=2)[N:12]=1. (4) Given the reactants [N:1]([CH2:4][C:5]1[N:10]=[CH:9][C:8]([C:11]2[CH:20]=[CH:19][CH:18]=[CH:17][C:12]=2[C:13]([O:15][CH3:16])=[O:14])=[CH:7][CH:6]=1)=[N+]=[N-], predict the reaction product. The product is: [NH2:1][CH2:4][C:5]1[N:10]=[CH:9][C:8]([C:11]2[CH:20]=[CH:19][CH:18]=[CH:17][C:12]=2[C:13]([O:15][CH3:16])=[O:14])=[CH:7][CH:6]=1. (5) The product is: [N:32]12[CH2:16][CH2:17][CH:11]([CH2:19][CH2:18]1)[N:12]([C:20]([C:22]1[C:30]3[C:25](=[CH:26][CH:27]=[C:28]([NH:31][S:7]([C:5]4[N:4]=[CH:3][N:2]([CH3:1])[CH:6]=4)(=[O:9])=[O:8])[CH:29]=3)[NH:24][N:23]=1)=[O:21])[CH2:13][CH2:14]2. Given the reactants [CH3:1][N:2]1[CH:6]=[C:5]([S:7](Cl)(=[O:9])=[O:8])[N:4]=[CH:3]1.[CH:11]12[CH2:19][CH2:18]C([CH2:16][CH2:17]1)[CH2:14][CH2:13][N:12]2[C:20]([C:22]1[C:30]2[C:25](=[CH:26][CH:27]=[C:28]([NH2:31])[CH:29]=2)[NH:24][N:23]=1)=[O:21].[N:32]1C=CC=CC=1, predict the reaction product. (6) Given the reactants C(OC([NH:8][C@@H:9]([CH3:12])[CH2:10][OH:11])=O)(C)(C)C.O[C:14]1[CH:23]=[CH:22][C:17]([C:18]([O:20][CH3:21])=[O:19])=[CH:16][C:15]=1[N+:24]([O-:26])=[O:25].C1C=CC(P(C2C=CC=CC=2)C2C=CC=CC=2)=CC=1.N(C(OC(C)C)=O)=NC(OC(C)C)=O, predict the reaction product. The product is: [N+:24]([C:15]1[CH:16]=[C:17]([CH:22]=[CH:23][C:14]=1[O:11][CH2:10][C@@H:9]([NH2:8])[CH3:12])[C:18]([O:20][CH3:21])=[O:19])([O-:26])=[O:25].